This data is from NCI-60 drug combinations with 297,098 pairs across 59 cell lines. The task is: Regression. Given two drug SMILES strings and cell line genomic features, predict the synergy score measuring deviation from expected non-interaction effect. (1) Drug 1: CC1=C(C=C(C=C1)NC(=O)C2=CC=C(C=C2)CN3CCN(CC3)C)NC4=NC=CC(=N4)C5=CN=CC=C5. Drug 2: CC1=C2C(C(=O)C3(C(CC4C(C3C(C(C2(C)C)(CC1OC(=O)C(C(C5=CC=CC=C5)NC(=O)C6=CC=CC=C6)O)O)OC(=O)C7=CC=CC=C7)(CO4)OC(=O)C)O)C)OC(=O)C. Cell line: HL-60(TB). Synergy scores: CSS=37.5, Synergy_ZIP=17.6, Synergy_Bliss=12.3, Synergy_Loewe=-55.0, Synergy_HSA=2.07. (2) Drug 1: CC1=CC=C(C=C1)C2=CC(=NN2C3=CC=C(C=C3)S(=O)(=O)N)C(F)(F)F. Drug 2: CC1=C(C=C(C=C1)NC(=O)C2=CC=C(C=C2)CN3CCN(CC3)C)NC4=NC=CC(=N4)C5=CN=CC=C5. Cell line: UACC-257. Synergy scores: CSS=0.557, Synergy_ZIP=0.728, Synergy_Bliss=1.30, Synergy_Loewe=0.211, Synergy_HSA=-0.599. (3) Drug 1: C1=CC(=CC=C1C#N)C(C2=CC=C(C=C2)C#N)N3C=NC=N3. Drug 2: C1=NC2=C(N=C(N=C2N1C3C(C(C(O3)CO)O)F)Cl)N. Cell line: OVCAR-5. Synergy scores: CSS=6.31, Synergy_ZIP=0.443, Synergy_Bliss=2.46, Synergy_Loewe=-2.42, Synergy_HSA=1.04. (4) Cell line: 786-0. Drug 1: CCCCCOC(=O)NC1=NC(=O)N(C=C1F)C2C(C(C(O2)C)O)O. Drug 2: CS(=O)(=O)OCCCCOS(=O)(=O)C. Synergy scores: CSS=-4.97, Synergy_ZIP=2.14, Synergy_Bliss=0.502, Synergy_Loewe=-6.41, Synergy_HSA=-5.37. (5) Drug 1: C1=CC(=CC=C1CCC2=CNC3=C2C(=O)NC(=N3)N)C(=O)NC(CCC(=O)O)C(=O)O. Drug 2: CC1C(C(=O)NC(C(=O)N2CCCC2C(=O)N(CC(=O)N(C(C(=O)O1)C(C)C)C)C)C(C)C)NC(=O)C3=C4C(=C(C=C3)C)OC5=C(C(=O)C(=C(C5=N4)C(=O)NC6C(OC(=O)C(N(C(=O)CN(C(=O)C7CCCN7C(=O)C(NC6=O)C(C)C)C)C)C(C)C)C)N)C. Cell line: SN12C. Synergy scores: CSS=20.4, Synergy_ZIP=-0.590, Synergy_Bliss=-1.98, Synergy_Loewe=-1.76, Synergy_HSA=-1.24. (6) Drug 1: C1=NC2=C(N1)C(=S)N=C(N2)N. Drug 2: CC1CCC2CC(C(=CC=CC=CC(CC(C(=O)C(C(C(=CC(C(=O)CC(OC(=O)C3CCCCN3C(=O)C(=O)C1(O2)O)C(C)CC4CCC(C(C4)OC)OCCO)C)C)O)OC)C)C)C)OC. Cell line: IGROV1. Synergy scores: CSS=48.1, Synergy_ZIP=-0.872, Synergy_Bliss=-1.57, Synergy_Loewe=1.70, Synergy_HSA=3.71. (7) Drug 1: C1CC(C1)(C(=O)O)C(=O)O.[NH2-].[NH2-].[Pt+2]. Drug 2: CCC1=C2CN3C(=CC4=C(C3=O)COC(=O)C4(CC)O)C2=NC5=C1C=C(C=C5)O. Cell line: 786-0. Synergy scores: CSS=3.55, Synergy_ZIP=6.12, Synergy_Bliss=4.07, Synergy_Loewe=-24.5, Synergy_HSA=2.56.